This data is from Experimentally validated miRNA-target interactions with 360,000+ pairs, plus equal number of negative samples. The task is: Binary Classification. Given a miRNA mature sequence and a target amino acid sequence, predict their likelihood of interaction. (1) The miRNA is mmu-miR-24-2-5p with sequence GUGCCUACUGAGCUGAAACAGU. The protein sequence of the target gene is MAAETQTLNFGPEWLRALSSGGSITSPPLSPALPKYKLADYRYGREEMLALFLKDYKIPFDLLEKEFLPILQEEPLPPLALVPFTEEEQRNFSMSVNSAAVLRLTGRGGGGGTVVGAPRGRSSSRGRGRGRGECGFYQRSFDEVEGVFGRGGGREMHRSQSWEERGDRRFEKPGRKDVGRPNFEESGPTSVGRKHEFIRSESENWRIFREEQNGEDEDGGWRLAGSRRDGERWRPHSPDGPRSTGWREHMERRRRFEFDFRDRDDERGYRRVRSGSGSIDDDRDSLPEWCLEDAEEEMGT.... Result: 0 (no interaction). (2) The protein sequence of the target gene is MAEDWLDCPALGPGWKRREVFRKSGATCGRSDTYYQSPTGDRIRSKVELTRYLGPACDLTLFDFKQGILCYPAPKAHPVAVASKKRKKPSRPAKTRKRQVGPQSGEVRKEAPRDETKADTDTAPASFPAPGCCENCGISFSGDGTQRQRLKTLCKDCRAQRIAFNREQRMFKRVGCGECAACQVTEDCGACSTCLLQLPHDVASGLFCKCERRRCLRIVERSRGCGVCRGCQTQEDCGHCPICLRPPRPGLRRQWKCVQRRCLRGKHARRKGGCDSKMAARRRPGAQPLPPPPPSQSPEP.... The miRNA is hsa-miR-8055 with sequence CUUUGAGCACAUGAGCAGACGGA. Result: 1 (interaction). (3) The miRNA is hsa-miR-34b-3p with sequence CAAUCACUAACUCCACUGCCAU. The protein sequence of the target gene is MEKNGNNRKLRVCVATCNRADYSKLAPIMFGIKTEPEFFELDVVVLGSHLIDDYGNTYRMIEQDDFDINTRLHTIVRGEDEAAMVESVGLALVKLPDVLNRLKPDIMIVHGDRFDALALATSAALMNIRILHIEGGEVSGTIDDSIRHAITKLAHYHVCCTRSAEQHLISMCEDHDRILLAGCPSYDKLLSAKNKDYMSIIRMWLGDDVKSKDYIVALQHPVTTDIKHSIKMFELTLDALISFNKRTLVLFPNIDAGSKEMVRVMRKKGIEHHPNFRAVKHVPFDQFIQLVAHAGCMIGN.... Result: 1 (interaction).